This data is from Forward reaction prediction with 1.9M reactions from USPTO patents (1976-2016). The task is: Predict the product of the given reaction. (1) Given the reactants C([O:5][NH:6][C:7]([C@H:9]([NH:12][C:13]([N:15]1[C:21](=[O:22])[CH:20]([CH2:23][C:24]2[CH:29]=[C:28]([Cl:30])[CH:27]=[CH:26][C:25]=2[O:31][CH3:32])[CH2:19][NH:18][C:17](=[O:33])[CH2:16]1)=[O:14])[CH2:10][CH3:11])=[O:8])(C)(C)C.FC(F)(F)C(O)=O, predict the reaction product. The product is: [Cl:30][C:28]1[CH:27]=[CH:26][C:25]([O:31][CH3:32])=[C:24]([CH:29]=1)[CH2:23][CH:20]1[C:21](=[O:22])[N:15]([C:13]([NH:12][C@@H:9]([C:7]([NH:6][OH:5])=[O:8])[CH2:10][CH3:11])=[O:14])[CH2:16][C:17](=[O:33])[NH:18][CH2:19]1. (2) Given the reactants C(OC([N:8]1[CH2:14][CH2:13][C:12]2[CH:15]=[C:16]([NH:21][S:22]([C:25]3[S:26][C:27]([C:30]4[CH:35]=[CH:34][C:33]([Cl:36])=[CH:32][CH:31]=4)=[CH:28][CH:29]=3)(=[O:24])=[O:23])[C:17]([O:19][CH3:20])=[CH:18][C:11]=2[CH2:10][CH2:9]1)=O)(C)(C)C, predict the reaction product. The product is: [CH3:20][O:19][C:17]1[C:16]([NH:21][S:22]([C:25]2[S:26][C:27]([C:30]3[CH:35]=[CH:34][C:33]([Cl:36])=[CH:32][CH:31]=3)=[CH:28][CH:29]=2)(=[O:23])=[O:24])=[CH:15][C:12]2[CH2:13][CH2:14][NH:8][CH2:9][CH2:10][C:11]=2[CH:18]=1. (3) Given the reactants [F:1][C:2]([F:42])([F:41])[C:3]1[CH:4]=[C:5]([C@@H:13]([N:15]([CH3:40])[C:16]([N:18]2[CH2:31][CH2:30][C@:21]3([NH:25][C@@H:24]([C:26]([O:28]C)=O)[CH2:23][CH2:22]3)[CH2:20][C@@H:19]2[C:32]2[CH:37]=[CH:36][C:35]([F:38])=[CH:34][C:33]=2[CH3:39])=[O:17])[CH3:14])[CH:6]=[C:7]([C:9]([F:12])([F:11])[F:10])[CH:8]=1.[NH3:43], predict the reaction product. The product is: [F:10][C:9]([F:12])([F:11])[C:7]1[CH:6]=[C:5]([C@@H:13]([N:15]([CH3:40])[C:16]([N:18]2[CH2:31][CH2:30][C@:21]3([NH:25][C@@H:24]([C:26]([NH2:43])=[O:28])[CH2:23][CH2:22]3)[CH2:20][C@@H:19]2[C:32]2[CH:37]=[CH:36][C:35]([F:38])=[CH:34][C:33]=2[CH3:39])=[O:17])[CH3:14])[CH:4]=[C:3]([C:2]([F:1])([F:41])[F:42])[CH:8]=1. (4) Given the reactants [O:1]=[C:2]1[C:10]2([C:22]3[C:13](=[CH:14][C:15]4[O:20][CH2:19][CH2:18][O:17][C:16]=4[CH:21]=3)[O:12][CH2:11]2)[C:9]2[C:4](=[CH:5][CH:6]=[CH:7][CH:8]=2)[N:3]1[CH2:23][C:24]1[CH:31]=[CH:30][C:27]([C:28]#[N:29])=[CH:26][CH:25]=1.[NH2:32][OH:33].N1[CH:39]=[CH:38]C=CC=1.C(OC(=O)C)(=O)C, predict the reaction product. The product is: [CH3:38][C:39]1[O:33][N:32]=[C:28]([C:27]2[CH:30]=[CH:31][C:24]([CH2:23][N:3]3[C:4]4[C:9](=[CH:8][CH:7]=[CH:6][CH:5]=4)[C:10]4([C:22]5[C:13](=[CH:14][C:15]6[O:20][CH2:19][CH2:18][O:17][C:16]=6[CH:21]=5)[O:12][CH2:11]4)[C:2]3=[O:1])=[CH:25][CH:26]=2)[N:29]=1. (5) The product is: [C:8](/[C:10](/[C:15]1[S:16][CH:17]=[CH:18][CH:19]=1)=[CH:1]/[C:2]([Cl:4])=[O:3])#[N:9]. Given the reactants [C:1](Cl)(=O)[C:2]([Cl:4])=[O:3].[K+].[C:8](/[C:10](/[C:15]1[S:16][CH:17]=[CH:18][CH:19]=1)=C/C([O-])=O)#[N:9], predict the reaction product. (6) Given the reactants [H-].[Na+].F[C:4]1[CH:9]=[C:8]([F:10])[CH:7]=[CH:6][C:5]=1[S:11]([NH:14][CH2:15][CH2:16][OH:17])(=[O:13])=[O:12], predict the reaction product. The product is: [F:10][C:8]1[CH:9]=[CH:4][C:5]2[S:11](=[O:13])(=[O:12])[NH:14][CH2:15][CH2:16][O:17][C:6]=2[CH:7]=1. (7) The product is: [CH3:22][O:21][C:17]1[CH:16]=[CH:15][N:14]=[C:13]([CH2:12][S+:11]([O-:34])[C:9]2[NH:8][C:7]3[CH:23]=[CH:24][C:4]([O:3][CH:2]([F:1])[F:25])=[CH:5][C:6]=3[N:10]=2)[C:18]=1[O:19][CH3:20]. Given the reactants [F:1][CH:2]([F:25])[O:3][C:4]1[CH:24]=[CH:23][C:7]2[NH:8][C:9]([S:11][CH2:12][C:13]3[C:18]([O:19][CH3:20])=[C:17]([O:21][CH3:22])[CH:16]=[CH:15][N:14]=3)=[N:10][C:6]=2[CH:5]=1.[OH-].[Na+].ClN1C(=[O:34])C2=CC=CC=C2C1=O.S(S([O-])=O)([O-])(=O)=O.[Na+].[Na+], predict the reaction product.